From a dataset of NCI-60 drug combinations with 297,098 pairs across 59 cell lines. Regression. Given two drug SMILES strings and cell line genomic features, predict the synergy score measuring deviation from expected non-interaction effect. (1) Drug 1: CCCCC(=O)OCC(=O)C1(CC(C2=C(C1)C(=C3C(=C2O)C(=O)C4=C(C3=O)C=CC=C4OC)O)OC5CC(C(C(O5)C)O)NC(=O)C(F)(F)F)O. Drug 2: C1=NNC2=C1C(=O)NC=N2. Cell line: HT29. Synergy scores: CSS=15.2, Synergy_ZIP=-0.0869, Synergy_Bliss=3.93, Synergy_Loewe=-4.64, Synergy_HSA=2.35. (2) Drug 1: CNC(=O)C1=CC=CC=C1SC2=CC3=C(C=C2)C(=NN3)C=CC4=CC=CC=N4. Drug 2: C1=CN(C=N1)CC(O)(P(=O)(O)O)P(=O)(O)O. Cell line: SNB-75. Synergy scores: CSS=6.24, Synergy_ZIP=-2.87, Synergy_Bliss=1.67, Synergy_Loewe=0.691, Synergy_HSA=0.765. (3) Drug 1: COC1=C(C=C2C(=C1)N=CN=C2NC3=CC(=C(C=C3)F)Cl)OCCCN4CCOCC4. Drug 2: C#CCC(CC1=CN=C2C(=N1)C(=NC(=N2)N)N)C3=CC=C(C=C3)C(=O)NC(CCC(=O)O)C(=O)O. Cell line: K-562. Synergy scores: CSS=11.8, Synergy_ZIP=-15.3, Synergy_Bliss=-21.7, Synergy_Loewe=-39.7, Synergy_HSA=-20.0. (4) Drug 1: C1CC(C1)(C(=O)O)C(=O)O.[NH2-].[NH2-].[Pt+2]. Drug 2: CC1C(C(CC(O1)OC2CC(OC(C2O)C)OC3=CC4=CC5=C(C(=O)C(C(C5)C(C(=O)C(C(C)O)O)OC)OC6CC(C(C(O6)C)O)OC7CC(C(C(O7)C)O)OC8CC(C(C(O8)C)O)(C)O)C(=C4C(=C3C)O)O)O)O. Cell line: DU-145. Synergy scores: CSS=29.3, Synergy_ZIP=-4.06, Synergy_Bliss=-1.21, Synergy_Loewe=-3.14, Synergy_HSA=-2.50.